Predict the reaction yield, written as a fraction of the theoretical maximum amount of product (1.0 means a 100% yield; for example, 0.34 means a 34% yield). From a dataset of Reaction yield outcomes from USPTO patents with 853,638 reactions. (1) The reactants are [NH2:1][C:2]1[CH:7]=[CH:6][CH:5]=[CH:4][C:3]=1[NH:8][C:9]1[N:14]=[CH:13][N:12]=[C:11]([N:15]([CH3:31])[C:16]([NH:18][C:19]2[C:24]([Cl:25])=[C:23]([O:26][CH3:27])[CH:22]=[C:21]([O:28][CH3:29])[C:20]=2[Cl:30])=[O:17])[CH:10]=1.C(N(CC)CC)C.[Cl:39]/[CH:40]=[CH:41]\[C:42](O)=[O:43].C(Cl)Cl.C(P1(=O)OP(=O)(CCC)OP(=O)(CCC)O1)CC. No catalyst specified. The product is [Cl:39]/[CH:40]=[CH:41]\[C:42]([NH:1][C:2]1[CH:7]=[CH:6][CH:5]=[CH:4][C:3]=1[NH:8][C:9]1[CH:10]=[C:11]([N:15]([CH3:31])[C:16]([NH:18][C:19]2[C:20]([Cl:30])=[C:21]([O:28][CH3:29])[CH:22]=[C:23]([O:26][CH3:27])[C:24]=2[Cl:25])=[O:17])[N:12]=[CH:13][N:14]=1)=[O:43]. The yield is 0.630. (2) The catalyst is CN(C=O)C. The yield is 0.935. The reactants are [N:1]([CH2:4][CH2:5][N:6]1[C:10]2[CH:11]=[CH:12][C:13]([C:15]([OH:17])=O)=[CH:14][C:9]=2[N:8]=[CH:7]1)=[N+:2]=[N-:3].C1C=CC2N(O)N=NC=2C=1.CCN(C(C)C)C(C)C.[NH2:37][CH:38]1[CH:45]2[CH2:46][C:41]3([OH:48])[CH2:42][CH:43]([CH2:47][CH:39]1[CH2:40]3)[CH2:44]2.CCN=C=NCCCN(C)C.Cl. The product is [OH:48][C:41]12[CH2:46][CH:45]3[CH2:44][CH:43]([CH2:47][CH:39]([CH:38]3[NH:37][C:15]([C:13]3[CH:12]=[CH:11][C:10]4[N:6]([CH2:5][CH2:4][N:1]=[N+:2]=[N-:3])[CH:7]=[N:8][C:9]=4[CH:14]=3)=[O:17])[CH2:40]1)[CH2:42]2. (3) The reactants are Cl.[OH:2][NH2:3].CN(C)[C@@H]1CCN(CC2C=CC(C(O)=O)=CC=2)C1.FC(F)(F)C(O)=O.[NH2:29][C:30]1[CH:35]=[CH:34][C:33]([C:36]2[S:37][CH:38]=[CH:39][CH:40]=2)=[CH:32][C:31]=1[NH:41][C:42]([C:44]1[CH:49]=[CH:48][C:47](/[CH:50]=[CH:51]/[C:52](O)=[O:53])=[CH:46][CH:45]=1)=[O:43].CO. The catalyst is C(Cl)Cl. The product is [NH2:29][C:30]1[CH:35]=[CH:34][C:33]([C:36]2[S:37][CH:38]=[CH:39][CH:40]=2)=[CH:32][C:31]=1[NH:41][C:42](=[O:43])[C:44]1[CH:45]=[CH:46][C:47](/[CH:50]=[CH:51]/[C:52]([NH:3][OH:2])=[O:53])=[CH:48][CH:49]=1. The yield is 0.790. (4) The yield is 0.530. The product is [NH2:15][C:13]1[S:14][C:10]([C@H:9]([C:3]2[CH:4]=[CH:5][C:6]([F:8])=[CH:7][C:2]=2[Cl:1])[NH:23][S@@:24]([C:26]([CH3:29])([CH3:28])[CH3:27])=[O:25])=[CH:11][N:12]=1. The reactants are [Cl:1][C:2]1[CH:7]=[C:6]([F:8])[CH:5]=[CH:4][C:3]=1[C@@H:9]([NH:23][S:24]([C:26]([CH3:29])([CH3:28])[CH3:27])=[O:25])[C:10]1[S:14][C:13]([NH:15]C(=O)OC(C)(C)C)=[N:12][CH:11]=1.C(O)(C(F)(F)F)=O. The catalyst is C(Cl)Cl.